From a dataset of Full USPTO retrosynthesis dataset with 1.9M reactions from patents (1976-2016). Predict the reactants needed to synthesize the given product. (1) Given the product [F:16][C:6]1[CH:5]=[C:4]([CH:9]=[C:8]([C:10]2[CH:11]=[N:12][CH:13]=[CH:14][CH:15]=2)[CH:7]=1)[C:3]([OH:17])=[O:2], predict the reactants needed to synthesize it. The reactants are: C[O:2][C:3](=[O:17])[C:4]1[CH:9]=[C:8]([C:10]2[CH:11]=[N:12][CH:13]=[CH:14][CH:15]=2)[CH:7]=[C:6]([F:16])[CH:5]=1.[OH-].[Na+]. (2) Given the product [CH:13]([NH:1][C:2]1[CH:10]=[CH:9][C:8]([CH3:11])=[CH:7][C:3]=1[C:4]([OH:6])=[O:5])([CH3:15])[CH3:12], predict the reactants needed to synthesize it. The reactants are: [NH2:1][C:2]1[CH:10]=[CH:9][C:8]([CH3:11])=[CH:7][C:3]=1[C:4]([OH:6])=[O:5].[CH3:12][C:13]([CH3:15])=O.C(O[BH-](OC(=O)C)OC(=O)C)(=O)C.[Na+]. (3) Given the product [C:24]([C:28]1[CH:29]=[CH:30][C:31]([S:34][CH2:2][C:3]2[C:4]([CH2:20][CH:21]([CH3:23])[CH3:22])=[C:5]([C:16]([O:18][CH3:19])=[O:17])[C:6]([CH:13]([F:15])[F:14])=[N:7][C:8]=2[C:9]([F:12])([F:11])[F:10])=[CH:32][CH:33]=1)([CH3:27])([CH3:25])[CH3:26], predict the reactants needed to synthesize it. The reactants are: Cl[CH2:2][C:3]1[C:4]([CH2:20][CH:21]([CH3:23])[CH3:22])=[C:5]([C:16]([O:18][CH3:19])=[O:17])[C:6]([CH:13]([F:15])[F:14])=[N:7][C:8]=1[C:9]([F:12])([F:11])[F:10].[C:24]([C:28]1[CH:33]=[CH:32][C:31]([SH:34])=[CH:30][CH:29]=1)([CH3:27])([CH3:26])[CH3:25]. (4) Given the product [F:20][CH:21]([F:31])[O:22][C:23]1[CH:30]=[CH:29][CH:28]=[CH:27][C:24]=1[CH2:25][C:10]#[N:11], predict the reactants needed to synthesize it. The reactants are: C1(C)C=CC(S([CH2:10][N+:11]#[C-])(=O)=O)=CC=1.CC(C)([O-])C.[K+].[F:20][CH:21]([F:31])[O:22][C:23]1[CH:30]=[CH:29][CH:28]=[CH:27][C:24]=1[CH:25]=O.CO. (5) Given the product [I:8][C:7]1[C:2]([O:15][C:12]2[CH:11]=[C:10]([CH3:9])[O:14][N:13]=2)=[N:3][CH:4]=[CH:5][CH:6]=1, predict the reactants needed to synthesize it. The reactants are: F[C:2]1[C:7]([I:8])=[CH:6][CH:5]=[CH:4][N:3]=1.[CH3:9][C:10]1[O:14][N:13]=[C:12]([OH:15])[CH:11]=1. (6) Given the product [NH:1]=[S:2]([CH2:5][C:6]1[CH:7]=[C:8]([CH:12]2[O:17][C:16]3[CH:18]=[CH:19][CH:20]=[C:21]([C:22]#[N:24])[C:15]=3[O:14][CH2:13]2)[CH:9]=[N:10][CH:11]=1)([CH3:4])=[O:3], predict the reactants needed to synthesize it. The reactants are: [NH:1]=[S:2]([CH2:5][C:6]1[CH:7]=[C:8]([CH:12]2[O:17][C:16]3[CH:18]=[CH:19][CH:20]=[C:21]([C:22]([NH2:24])=O)[C:15]=3[O:14][CH2:13]2)[CH:9]=[N:10][CH:11]=1)([CH3:4])=[O:3].N1C=CC=CC=1.FC(F)(F)C(OC(=O)C(F)(F)F)=O. (7) Given the product [CH3:32][O:31][C:29]1[CH:28]=[N:27][C:26]([O:33][CH3:34])=[C:25]2[C:30]=1[C:22]([C:20](=[O:21])[C:19]([O-:35])=[O:18])=[CH:23][NH:24]2.[K+:15], predict the reactants needed to synthesize it. The reactants are: N1C2C(=CC=CN=2)C(C(=O)C([O-])=O)=C1.[K+:15].C([O:18][C:19](=[O:35])[C:20]([C:22]1[C:30]2[C:25](=[C:26]([O:33][CH3:34])[N:27]=[CH:28][C:29]=2[O:31][CH3:32])[NH:24][CH:23]=1)=[O:21])C. (8) The reactants are: [Cl:1][C:2]1[CH:9]=[C:8]([N:10]([CH2:16][C:17]2[CH:22]=[CH:21][CH:20]=[CH:19][C:18]=2[CH3:23])[C@H:11]2[CH2:15][CH2:14][NH:13][CH2:12]2)[CH:7]=[CH:6][C:3]=1[C:4]#[N:5].Br[CH2:25][CH2:26][CH:27]1[O:31][CH2:30][CH2:29][O:28]1. Given the product [Cl:1][C:2]1[CH:9]=[C:8]([N:10]([C@H:11]2[CH2:15][CH2:14][N:13]([CH2:25][CH2:26][CH:27]3[O:31][CH2:30][CH2:29][O:28]3)[CH2:12]2)[CH2:16][C:17]2[CH:22]=[CH:21][CH:20]=[CH:19][C:18]=2[CH3:23])[CH:7]=[CH:6][C:3]=1[C:4]#[N:5], predict the reactants needed to synthesize it. (9) Given the product [F:27][C:24]([F:26])([F:25])[C:23]([C:4]1[CH:5]=[CH:6][C:7]([N:8]2[CH2:13][CH2:12][CH:11]([S:14]([C:17]3[CH:18]=[CH:19][CH:20]=[CH:21][CH:22]=3)(=[O:16])=[O:15])[CH2:10][CH2:9]2)=[C:2]([C:33]#[C:34][CH:35]([OH:38])[CH2:36][CH3:37])[CH:3]=1)([OH:32])[C:28]([F:30])([F:29])[F:31], predict the reactants needed to synthesize it. The reactants are: Br[C:2]1[CH:3]=[C:4]([C:23]([OH:32])([C:28]([F:31])([F:30])[F:29])[C:24]([F:27])([F:26])[F:25])[CH:5]=[CH:6][C:7]=1[N:8]1[CH2:13][CH2:12][CH:11]([S:14]([C:17]2[CH:22]=[CH:21][CH:20]=[CH:19][CH:18]=2)(=[O:16])=[O:15])[CH2:10][CH2:9]1.[CH:33]#[C:34][CH:35]([OH:38])[CH2:36][CH3:37].